From a dataset of Reaction yield outcomes from USPTO patents with 853,638 reactions. Predict the reaction yield, written as a fraction of the theoretical maximum amount of product (1.0 means a 100% yield; for example, 0.34 means a 34% yield). (1) The catalyst is C(O)(=O)C.C1COCC1.O. The reactants are O1CCCCC1[O:7][CH2:8][CH2:9][S:10][C:11]1[CH:16]=[CH:15][N:14]=[CH:13][CH:12]=1. The yield is 0.790. The product is [OH:7][CH2:8][CH2:9][S:10][C:11]1[CH:16]=[CH:15][N:14]=[CH:13][CH:12]=1. (2) The reactants are [Cl:1][C:2]1[C:3]([O:12][C:13]2[CH:18]=[C:17]([O:19][CH2:20][CH2:21][O:22][CH3:23])[CH:16]=[CH:15][C:14]=2[CH2:24][OH:25])=[N:4][CH:5]=[C:6]([C:8]([F:11])([F:10])[F:9])[CH:7]=1.Cl[S:27]([N:30]=[C:31]=[O:32])(=[O:29])=[O:28].[CH2:33]([NH2:39])[CH2:34][CH2:35][CH2:36][CH2:37][CH3:38].Cl. The catalyst is C1(C)C=CC=CC=1.C(OCC)(=O)C.N1C=CC=CC=1. The product is [CH2:33]([NH:39][S:27]([NH:30][C:31](=[O:32])[O:25][CH2:24][C:14]1[CH:15]=[CH:16][C:17]([O:19][CH2:20][CH2:21][O:22][CH3:23])=[CH:18][C:13]=1[O:12][C:3]1[C:2]([Cl:1])=[CH:7][C:6]([C:8]([F:9])([F:11])[F:10])=[CH:5][N:4]=1)(=[O:29])=[O:28])[CH2:34][CH2:35][CH2:36][CH2:37][CH3:38]. The yield is 0.0900. (3) The reactants are [Si]([O:8][C@H:9]([C:41]1[CH:46]=[CH:45][CH:44]=[CH:43][CH:42]=1)[C@H:10]1[CH2:14][CH2:13][C@@H:12]([CH2:15][C:16]2[CH:21]=[CH:20][C:19]([C:22](=[O:33])[N:23]([CH3:32])[CH2:24][CH2:25][C:26]3[CH:31]=[CH:30][CH:29]=[CH:28][N:27]=3)=[CH:18][CH:17]=2)[N:11]1C(OC(C)(C)C)=O)(C(C)(C)C)(C)C.C(O)(C(F)(F)F)=O.O. The catalyst is C(#N)C. The product is [OH:8][C@H:9]([C:41]1[CH:46]=[CH:45][CH:44]=[CH:43][CH:42]=1)[C@@H:10]1[NH:11][C@H:12]([CH2:15][C:16]2[CH:17]=[CH:18][C:19]([C:22]([N:23]([CH3:32])[CH2:24][CH2:25][C:26]3[CH:31]=[CH:30][CH:29]=[CH:28][N:27]=3)=[O:33])=[CH:20][CH:21]=2)[CH2:13][CH2:14]1. The yield is 0.260. (4) The yield is 0.650. The product is [CH3:20][O:19][C:11]1[C:12]([C:14]2[S:15][CH:16]=[CH:17][CH:18]=2)=[CH:13][C:4]([CH:1]=[O:3])=[C:5]([O:6][CH2:7][C:8]2[NH:9][N:27]=[N:26][N:25]=2)[CH:10]=1. The catalyst is O.C(OCC)(=O)C.[Br-].[Zn+2].[Br-].O1CCCC1. The reactants are [C:1]([C:4]1[CH:13]=[C:12]([C:14]2[S:15][CH:16]=[CH:17][CH:18]=2)[C:11]([O:19][CH3:20])=[CH:10][C:5]=1[O:6][CH2:7][C:8]#[N:9])(=[O:3])C.C(O)(C)C.[N-:25]=[N+:26]=[N-:27].[Na+].Cl. (5) The reactants are Cl.[NH2:2][OH:3].C(N(C(C)C)CC)(C)C.[CH3:13][O:14][C:15]1[CH:22]=[CH:21][C:18]([C:19]#[N:20])=[CH:17][CH:16]=1. The catalyst is C(O)C. The product is [OH:3][NH:2][C:19](=[NH:20])[C:18]1[CH:21]=[CH:22][C:15]([O:14][CH3:13])=[CH:16][CH:17]=1. The yield is 1.00. (6) The reactants are I[C:2]1[CH:3]=[C:4]2[C:8](=[CH:9][CH:10]=1)[N:7]([CH:11]1[CH2:16][CH2:15][CH2:14][CH2:13][O:12]1)[N:6]=[C:5]2[CH:17]=[O:18].B1(B2OC(C)(C)C(C)(C)O2)OC(C)(C)C(C)(C)O1.CC([O-])=O.[K+].[O-]P([O-])([O-])=O.[K+].[K+].[K+].Br[C:51]1[CH:52]=[C:53]([NH:57][C:58](=[O:62])[N:59]([CH3:61])[CH3:60])[CH:54]=[N:55][CH:56]=1. The catalyst is C1C=CC(P(C2C=CC=CC=2)[C-]2C=CC=C2)=CC=1.C1C=CC(P(C2C=CC=CC=2)[C-]2C=CC=C2)=CC=1.Cl[Pd]Cl.[Fe+2].C1C=CC([P]([Pd]([P](C2C=CC=CC=2)(C2C=CC=CC=2)C2C=CC=CC=2)([P](C2C=CC=CC=2)(C2C=CC=CC=2)C2C=CC=CC=2)[P](C2C=CC=CC=2)(C2C=CC=CC=2)C2C=CC=CC=2)(C2C=CC=CC=2)C2C=CC=CC=2)=CC=1.O.CN(C=O)C. The product is [CH:17]([C:5]1[C:4]2[C:8](=[CH:9][CH:10]=[C:2]([C:51]3[CH:52]=[C:53]([NH:57][C:58](=[O:62])[N:59]([CH3:60])[CH3:61])[CH:54]=[N:55][CH:56]=3)[CH:3]=2)[N:7]([CH:11]2[CH2:16][CH2:15][CH2:14][CH2:13][O:12]2)[N:6]=1)=[O:18]. The yield is 0.180. (7) The reactants are C[Si]([N-][Si](C)(C)C)(C)C.[Li+].[OH:11][C@@H:12]([CH2:22][O:23][CH:24]([CH3:26])[CH3:25])[C:13]([NH:15][C:16]1[S:20][N:19]=[C:18]([CH3:21])[N:17]=1)=[O:14].Cl[C:28]1[N:33]=[CH:32][N:31]=[C:30]2[N:34]([C:37]3[CH:42]=[CH:41][CH:40]=[CH:39][C:38]=3[Cl:43])[N:35]=[CH:36][C:29]=12. The catalyst is C1COCC1.CCOC(C)=O. The product is [Cl:43][C:38]1[CH:39]=[CH:40][CH:41]=[CH:42][C:37]=1[N:34]1[C:30]2[N:31]=[CH:32][N:33]=[C:28]([O:11][C@@H:12]([CH2:22][O:23][CH:24]([CH3:26])[CH3:25])[C:13]([NH:15][C:16]3[S:20][N:19]=[C:18]([CH3:21])[N:17]=3)=[O:14])[C:29]=2[CH:36]=[N:35]1. The yield is 0.780. (8) The reactants are [CH3:1][N:2]1[C:7](=[O:8])[CH:6]=[CH:5][N:4]=[C:3]1[NH:9][C:10]1[CH:15]=[CH:14][CH:13]=[CH:12][CH:11]=1.CO.[Br:18]Br. The catalyst is C(Cl)(Cl)Cl. The product is [Br:18][C:6]1[C:7](=[O:8])[N:2]([CH3:1])[C:3]([NH:9][C:10]2[CH:15]=[CH:14][CH:13]=[CH:12][CH:11]=2)=[N:4][CH:5]=1. The yield is 1.00.